Task: Regression. Given two drug SMILES strings and cell line genomic features, predict the synergy score measuring deviation from expected non-interaction effect.. Dataset: NCI-60 drug combinations with 297,098 pairs across 59 cell lines (1) Drug 1: CS(=O)(=O)CCNCC1=CC=C(O1)C2=CC3=C(C=C2)N=CN=C3NC4=CC(=C(C=C4)OCC5=CC(=CC=C5)F)Cl. Drug 2: CN(CC1=CN=C2C(=N1)C(=NC(=N2)N)N)C3=CC=C(C=C3)C(=O)NC(CCC(=O)O)C(=O)O. Cell line: A549. Synergy scores: CSS=19.0, Synergy_ZIP=-0.878, Synergy_Bliss=-0.501, Synergy_Loewe=-29.3, Synergy_HSA=-3.14. (2) Drug 1: CNC(=O)C1=CC=CC=C1SC2=CC3=C(C=C2)C(=NN3)C=CC4=CC=CC=N4. Drug 2: CN(CCCl)CCCl.Cl. Cell line: NCI-H226. Synergy scores: CSS=4.46, Synergy_ZIP=-0.451, Synergy_Bliss=-0.406, Synergy_Loewe=-5.46, Synergy_HSA=-4.29. (3) Drug 1: CNC(=O)C1=CC=CC=C1SC2=CC3=C(C=C2)C(=NN3)C=CC4=CC=CC=N4. Drug 2: C1C(C(OC1N2C=NC3=C(N=C(N=C32)Cl)N)CO)O. Cell line: SF-539. Synergy scores: CSS=0.838, Synergy_ZIP=-6.34, Synergy_Bliss=-10.3, Synergy_Loewe=-12.4, Synergy_HSA=-9.97. (4) Drug 1: CC12CCC3C(C1CCC2=O)CC(=C)C4=CC(=O)C=CC34C. Drug 2: CC(CN1CC(=O)NC(=O)C1)N2CC(=O)NC(=O)C2. Cell line: PC-3. Synergy scores: CSS=41.7, Synergy_ZIP=1.70, Synergy_Bliss=6.68, Synergy_Loewe=7.84, Synergy_HSA=9.23. (5) Drug 1: CC1=C(C=C(C=C1)NC2=NC=CC(=N2)N(C)C3=CC4=NN(C(=C4C=C3)C)C)S(=O)(=O)N.Cl. Drug 2: CC(C)CN1C=NC2=C1C3=CC=CC=C3N=C2N. Cell line: HT29. Synergy scores: CSS=-6.26, Synergy_ZIP=2.34, Synergy_Bliss=-4.93, Synergy_Loewe=-8.24, Synergy_HSA=-8.21. (6) Drug 1: CN1CCC(CC1)COC2=C(C=C3C(=C2)N=CN=C3NC4=C(C=C(C=C4)Br)F)OC. Drug 2: CN1C2=C(C=C(C=C2)N(CCCl)CCCl)N=C1CCCC(=O)O.Cl. Cell line: UACC-257. Synergy scores: CSS=-1.04, Synergy_ZIP=0.512, Synergy_Bliss=1.69, Synergy_Loewe=-6.76, Synergy_HSA=-1.76. (7) Cell line: SK-MEL-2. Synergy scores: CSS=38.0, Synergy_ZIP=-5.76, Synergy_Bliss=-9.39, Synergy_Loewe=-6.65, Synergy_HSA=-3.65. Drug 1: CC1=C2C(C(=O)C3(C(CC4C(C3C(C(C2(C)C)(CC1OC(=O)C(C(C5=CC=CC=C5)NC(=O)C6=CC=CC=C6)O)O)OC(=O)C7=CC=CC=C7)(CO4)OC(=O)C)O)C)OC(=O)C. Drug 2: CC1=C(N=C(N=C1N)C(CC(=O)N)NCC(C(=O)N)N)C(=O)NC(C(C2=CN=CN2)OC3C(C(C(C(O3)CO)O)O)OC4C(C(C(C(O4)CO)O)OC(=O)N)O)C(=O)NC(C)C(C(C)C(=O)NC(C(C)O)C(=O)NCCC5=NC(=CS5)C6=NC(=CS6)C(=O)NCCC[S+](C)C)O. (8) Drug 1: CC12CCC(CC1=CCC3C2CCC4(C3CC=C4C5=CN=CC=C5)C)O. Drug 2: C1CN(CCN1C(=O)CCBr)C(=O)CCBr. Cell line: PC-3. Synergy scores: CSS=17.0, Synergy_ZIP=-6.19, Synergy_Bliss=2.50, Synergy_Loewe=-0.588, Synergy_HSA=3.69.